This data is from Reaction yield outcomes from USPTO patents with 853,638 reactions. The task is: Predict the reaction yield, written as a fraction of the theoretical maximum amount of product (1.0 means a 100% yield; for example, 0.34 means a 34% yield). (1) The catalyst is C(Cl)Cl. The reactants are [Br:1][C:2]1[N:14]=[C:5]2[CH:6]=[CH:7][C:8]([C:10](OC)=[O:11])=[CH:9][N:4]2[N:3]=1.CC(C[AlH]CC(C)C)C. The product is [Br:1][C:2]1[N:14]=[C:5]2[CH:6]=[CH:7][C:8]([CH2:10][OH:11])=[CH:9][N:4]2[N:3]=1. The yield is 0.576. (2) The reactants are [CH3:1][O:2][C:3](=[O:14])[C:4]1[CH:9]=[CH:8][C:7]([N+:10]([O-:12])=[O:11])=[CH:6][C:5]=1[CH3:13].C(O[CH:20](N(C)C)[N:21]([CH3:23])[CH3:22])(C)(C)C. The catalyst is CN(C=O)C. The product is [CH3:1][O:2][C:3](=[O:14])[C:4]1[CH:9]=[CH:8][C:7]([N+:10]([O-:12])=[O:11])=[CH:6][C:5]=1/[CH:13]=[CH:20]/[N:21]([CH3:23])[CH3:22]. The yield is 0.697. (3) The reactants are [C:1]([C:4]1[C:34](=[O:35])[C@@:8]2([CH3:36])[C:9]3[C:15]([OH:16])=[CH:14][C:13]([O:17][CH3:18])=[C:12]([C:19]([NH:21][CH2:22][C:23]4[C:32]5[C:27](=[CH:28][CH:29]=[CH:30][CH:31]=5)[CH:26]=[CH:25][C:24]=4[CH3:33])=[O:20])[C:10]=3[O:11][C:7]2=[CH:6][C:5]=1[OH:37])(=O)[CH3:2].Cl.[CH2:39]([O:46][NH2:47])[C:40]1[CH:45]=[CH:44][CH:43]=[CH:42][CH:41]=1.C(=O)(O)[O-].[Na+]. The catalyst is O1CCCC1.CO. The product is [CH2:39]([O:46]/[N:47]=[C:1](/[C:4]1[C:34](=[O:35])[C@@:8]2([CH3:36])[C:9]3[C:15]([OH:16])=[CH:14][C:13]([O:17][CH3:18])=[C:12]([C:19]([NH:21][CH2:22][C:23]4[C:32]5[C:27](=[CH:28][CH:29]=[CH:30][CH:31]=5)[CH:26]=[CH:25][C:24]=4[CH3:33])=[O:20])[C:10]=3[O:11][C:7]2=[CH:6][C:5]=1[OH:37])\[CH3:2])[C:40]1[CH:45]=[CH:44][CH:43]=[CH:42][CH:41]=1. The yield is 0.850.